This data is from Full USPTO retrosynthesis dataset with 1.9M reactions from patents (1976-2016). The task is: Predict the reactants needed to synthesize the given product. Given the product [C:1]([O:5][C:6](=[O:7])[NH:8][CH2:9][CH2:10][CH2:11][C:12]([NH:63][O:62][CH2:55][C:56]1[CH:61]=[CH:60][CH:59]=[CH:58][CH:57]=1)=[O:14])([CH3:2])([CH3:3])[CH3:4], predict the reactants needed to synthesize it. The reactants are: [C:1]([O:5][C:6]([NH:8][CH2:9][CH2:10][CH2:11][C:12]([OH:14])=O)=[O:7])([CH3:4])([CH3:3])[CH3:2].CN(C(ON1N=NC2C=CC=CC1=2)=[N+](C)C)C.F[P-](F)(F)(F)(F)F.C(N(CC)CC)C.CN(C1C=CC=CN=1)C.[CH2:55]([O:62][NH2:63])[C:56]1[CH:61]=[CH:60][CH:59]=[CH:58][CH:57]=1.